Dataset: Full USPTO retrosynthesis dataset with 1.9M reactions from patents (1976-2016). Task: Predict the reactants needed to synthesize the given product. (1) Given the product [CH3:2][N:3]1[C:11]2[C:6](=[CH:7][C:8]([S:12]([C:15]3[CH:20]=[CH:19][CH:18]=[CH:17][CH:16]=3)(=[O:14])=[O:13])=[CH:9][CH:10]=2)[C:5]([CH2:21][CH2:22][N:23]([CH3:28])[CH3:24])=[C:4]1[CH3:25], predict the reactants needed to synthesize it. The reactants are: Cl.[CH3:2][N:3]1[C:11]2[C:6](=[CH:7][C:8]([S:12]([C:15]3[CH:20]=[CH:19][CH:18]=[CH:17][CH:16]=3)(=[O:14])=[O:13])=[CH:9][CH:10]=2)[C:5]([CH2:21][CH2:22][NH:23][CH3:24])=[C:4]1[CH3:25].C=O.[C:28]([BH3-])#N.[Na+]. (2) Given the product [Cl:29][C:23]1[CH:24]=[C:25]([Cl:28])[CH:26]=[CH:27][C:22]=1[C:17]1[C:16]2[C:21](=[C:13]([CH2:11][C:7]3[NH:6][CH:10]=[CH:9][N:8]=3)[N:14]([CH3:30])[N:15]=2)[CH:20]=[CH:19][CH:18]=1, predict the reactants needed to synthesize it. The reactants are: CN(C)S([N:6]1[CH:10]=[CH:9][N:8]=[C:7]1[CH:11]([C:13]1[N:14]([CH3:30])[N:15]=[C:16]2[C:21]=1[CH:20]=[CH:19][CH:18]=[C:17]2[C:22]1[CH:27]=[CH:26][C:25]([Cl:28])=[CH:24][C:23]=1[Cl:29])O)(=O)=O.[OH-].[Na+]. (3) Given the product [CH3:38][O:36][C:14]([C:11]1([NH:17][C:18]2[CH:19]=[CH:20][C:21]([Cl:24])=[CH:22][CH:23]=2)[CH2:12][CH2:13][N:8]([CH2:1][C:2]2[CH:3]=[CH:4][CH:5]=[CH:6][CH:7]=2)[CH2:9][CH2:10]1)=[O:15], predict the reactants needed to synthesize it. The reactants are: [CH2:1]([N:8]1[CH2:13][CH2:12][C:11]([NH:17][C:18]2[CH:23]=[CH:22][C:21]([Cl:24])=[CH:20][CH:19]=2)([C:14](N)=[O:15])[CH2:10][CH2:9]1)[C:2]1[CH:7]=[CH:6][CH:5]=[CH:4][CH:3]=1.C1(C)C(S(O)(=O)=O)=CC=CC=1.[OH-:36].[NH4+].[CH3:38]O. (4) Given the product [Cl:1][C:2]1[N:3]=[N:4][C:5]([C:10]#[N:11])=[CH:6][CH:7]=1, predict the reactants needed to synthesize it. The reactants are: [Cl:1][C:2]1[N:3]=[N:4][C:5](I)=[CH:6][CH:7]=1.[Cu][C:10]#[N:11].ClCCl.